From a dataset of Full USPTO retrosynthesis dataset with 1.9M reactions from patents (1976-2016). Predict the reactants needed to synthesize the given product. (1) Given the product [CH2:1]([C:5]12[CH2:17][CH2:16][C:15](=[O:18])[C:14]([CH3:19])=[C:13]1[C:12]1[C:7](=[CH:8][C:9]([OH:20])=[CH:10][CH:11]=1)[CH2:6]2)[CH2:2][CH2:3][CH3:4], predict the reactants needed to synthesize it. The reactants are: [CH2:1]([C:5]12[CH2:17][CH2:16][C:15](=[O:18])[C:14]([CH3:19])=[C:13]1[C:12]1[C:7](=[CH:8][C:9]([O:20]C)=[CH:10][CH:11]=1)[CH2:6]2)[CH2:2][CH2:3][CH3:4].B(Br)(Br)Br.C1C=CC=CC=1. (2) Given the product [F:28][C:29]([F:41])([F:42])[C:30]1[CH:31]=[C:32]([NH:33][C:11](=[O:12])[C:6]2[C:5]([O:4][C:3]3[CH:23]=[C:24]([Cl:27])[CH:25]=[CH:26][C:2]=3[Cl:1])=[CH:10][CH:9]=[N:8][CH:7]=2)[CH:34]=[C:35]([C:37]([F:38])([F:39])[F:40])[CH:36]=1, predict the reactants needed to synthesize it. The reactants are: [Cl:1][C:2]1[CH:26]=[CH:25][C:24]([Cl:27])=[CH:23][C:3]=1[O:4][C:5]1[CH:10]=[CH:9][N:8]=[CH:7][C:6]=1[C:11](N1C2C(=CC=CC=2)CCC1)=[O:12].[F:28][C:29]([F:42])([F:41])[C:30]1[CH:31]=[C:32]([CH:34]=[C:35]([C:37]([F:40])([F:39])[F:38])[CH:36]=1)[NH2:33]. (3) Given the product [NH2:1][C:2](=[N:32][O:33][C:34](=[O:36])[CH3:35])[C:3]1[CH:31]=[CH:30][C:6]([O:7][CH2:8][CH2:9][CH2:10][CH:11]2[CH2:16][CH2:15][N:14]([CH2:17][CH2:18][CH2:19][O:20][C:21]3[CH:22]=[CH:23][C:24]([C:25]([NH2:27])=[O:26])=[CH:28][CH:29]=3)[CH2:13][CH2:12]2)=[CH:5][CH:4]=1, predict the reactants needed to synthesize it. The reactants are: [NH2:1][C:2](=[N:32][OH:33])[C:3]1[CH:31]=[CH:30][C:6]([O:7][CH2:8][CH2:9][CH2:10][CH:11]2[CH2:16][CH2:15][N:14]([CH2:17][CH2:18][CH2:19][O:20][C:21]3[CH:29]=[CH:28][C:24]([C:25]([NH2:27])=[O:26])=[CH:23][CH:22]=3)[CH2:13][CH2:12]2)=[CH:5][CH:4]=1.[C:34](OC(=O)C)(=[O:36])[CH3:35]. (4) Given the product [CH2:27]([O:29][CH2:30][CH2:31][O:32][C:2]1[CH:7]=[C:6]([F:8])[CH:5]=[CH:4][C:3]=1[C:9]1[N:14]=[CH:13][N:12]=[C:11]([NH:15][C:16]2[CH:21]=[CH:20][CH:19]=[C:18]([CH2:22][S:23]([CH3:26])(=[O:25])=[O:24])[CH:17]=2)[N:10]=1)[CH3:28], predict the reactants needed to synthesize it. The reactants are: F[C:2]1[CH:7]=[C:6]([F:8])[CH:5]=[CH:4][C:3]=1[C:9]1[N:14]=[CH:13][N:12]=[C:11]([NH:15][C:16]2[CH:21]=[CH:20][CH:19]=[C:18]([CH2:22][S:23]([CH3:26])(=[O:25])=[O:24])[CH:17]=2)[N:10]=1.[CH2:27]([O:29][CH2:30][CH2:31][OH:32])[CH3:28]. (5) Given the product [CH:1]([C:3]1[C:4]([OH:27])=[C:5]([O:25][CH3:26])[CH:6]=[C:7]2[C:12]=1[O:11][C:10](=[O:13])[C:9]([CH2:14][C:15]([NH:17][CH2:18][CH2:19][OH:20])=[O:16])=[C:8]2[CH3:24])=[O:2], predict the reactants needed to synthesize it. The reactants are: [CH:1]([C:3]1[C:4]([OH:27])=[C:5]([O:25][CH3:26])[CH:6]=[C:7]2[C:12]=1[O:11][C:10](=[O:13])[C:9]([CH2:14][C:15]([NH:17][CH2:18][CH2:19][O:20]COC)=[O:16])=[C:8]2[CH3:24])=[O:2].Cl. (6) Given the product [F:22][C:23]([F:36])([F:35])[S:24]([O:11][C:5]1[C:6]([C:7]#[N:8])=[C:9]([CH3:10])[C:2]([Br:1])=[C:3]([CH:12]2[CH2:14][CH2:13]2)[N:4]=1)(=[O:26])=[O:25], predict the reactants needed to synthesize it. The reactants are: [Br:1][C:2]1[C:3]([CH:12]2[CH2:14][CH2:13]2)=[N:4][C:5]([OH:11])=[C:6]([C:9]=1[CH3:10])[C:7]#[N:8].C(N(CC)CC)C.[F:22][C:23]([F:36])([F:35])[S:24](O[S:24]([C:23]([F:36])([F:35])[F:22])(=[O:26])=[O:25])(=[O:26])=[O:25].